From a dataset of Peptide-MHC class II binding affinity with 134,281 pairs from IEDB. Regression. Given a peptide amino acid sequence and an MHC pseudo amino acid sequence, predict their binding affinity value. This is MHC class II binding data. (1) The peptide sequence is SQLVWMACHSMFE. The MHC is DRB1_0901 with pseudo-sequence DRB1_0901. The binding affinity (normalized) is 0.510. (2) The peptide sequence is LAAAAAWDALAAELY. The MHC is HLA-DQA10501-DQB10301 with pseudo-sequence HLA-DQA10501-DQB10301. The binding affinity (normalized) is 0.647. (3) The peptide sequence is ILTVSVAVSEGKPTE. The MHC is HLA-DQA10401-DQB10402 with pseudo-sequence HLA-DQA10401-DQB10402. The binding affinity (normalized) is 0.445. (4) The binding affinity (normalized) is 0.224. The MHC is DRB1_0301 with pseudo-sequence DRB1_0301. The peptide sequence is QRILRKSKRNDGDLD. (5) The peptide sequence is EALIHQLKINPYVLS. The MHC is HLA-DQA10501-DQB10301 with pseudo-sequence HLA-DQA10501-DQB10301. The binding affinity (normalized) is 0.346. (6) The MHC is DRB1_0101 with pseudo-sequence DRB1_0101. The binding affinity (normalized) is 0.104. The peptide sequence is VQNTVEDLKLNTLGR.